Regression. Given two drug SMILES strings and cell line genomic features, predict the synergy score measuring deviation from expected non-interaction effect. From a dataset of NCI-60 drug combinations with 297,098 pairs across 59 cell lines. (1) Drug 1: CC12CCC(CC1=CCC3C2CCC4(C3CC=C4C5=CN=CC=C5)C)O. Drug 2: CC12CCC3C(C1CCC2=O)CC(=C)C4=CC(=O)C=CC34C. Cell line: COLO 205. Synergy scores: CSS=51.1, Synergy_ZIP=0.651, Synergy_Bliss=-1.24, Synergy_Loewe=-4.34, Synergy_HSA=-4.03. (2) Drug 1: CN(C)C1=NC(=NC(=N1)N(C)C)N(C)C. Drug 2: C#CCC(CC1=CN=C2C(=N1)C(=NC(=N2)N)N)C3=CC=C(C=C3)C(=O)NC(CCC(=O)O)C(=O)O. Cell line: HCC-2998. Synergy scores: CSS=-1.12, Synergy_ZIP=3.80, Synergy_Bliss=5.20, Synergy_Loewe=1.30, Synergy_HSA=0.509. (3) Drug 1: CC1=CC=C(C=C1)C2=CC(=NN2C3=CC=C(C=C3)S(=O)(=O)N)C(F)(F)F. Drug 2: C1CN1C2=NC(=NC(=N2)N3CC3)N4CC4. Cell line: BT-549. Synergy scores: CSS=12.5, Synergy_ZIP=-7.53, Synergy_Bliss=-2.88, Synergy_Loewe=-13.2, Synergy_HSA=-4.93. (4) Drug 1: CCCS(=O)(=O)NC1=C(C(=C(C=C1)F)C(=O)C2=CNC3=C2C=C(C=N3)C4=CC=C(C=C4)Cl)F. Drug 2: CC1=C(C=C(C=C1)C(=O)NC2=CC(=CC(=C2)C(F)(F)F)N3C=C(N=C3)C)NC4=NC=CC(=N4)C5=CN=CC=C5. Cell line: LOX IMVI. Synergy scores: CSS=19.7, Synergy_ZIP=-8.39, Synergy_Bliss=-10.2, Synergy_Loewe=-13.5, Synergy_HSA=-7.55. (5) Drug 1: CC(C)(C#N)C1=CC(=CC(=C1)CN2C=NC=N2)C(C)(C)C#N. Drug 2: CC1CCC2CC(C(=CC=CC=CC(CC(C(=O)C(C(C(=CC(C(=O)CC(OC(=O)C3CCCCN3C(=O)C(=O)C1(O2)O)C(C)CC4CCC(C(C4)OC)O)C)C)O)OC)C)C)C)OC. Cell line: CAKI-1. Synergy scores: CSS=17.8, Synergy_ZIP=-5.19, Synergy_Bliss=-1.65, Synergy_Loewe=-13.2, Synergy_HSA=-3.31.